From a dataset of NCI-60 drug combinations with 297,098 pairs across 59 cell lines. Regression. Given two drug SMILES strings and cell line genomic features, predict the synergy score measuring deviation from expected non-interaction effect. (1) Drug 1: C1=NC2=C(N1)C(=S)N=C(N2)N. Drug 2: B(C(CC(C)C)NC(=O)C(CC1=CC=CC=C1)NC(=O)C2=NC=CN=C2)(O)O. Cell line: T-47D. Synergy scores: CSS=10.2, Synergy_ZIP=-3.55, Synergy_Bliss=0.923, Synergy_Loewe=-0.454, Synergy_HSA=-0.670. (2) Drug 1: CCC1(CC2CC(C3=C(CCN(C2)C1)C4=CC=CC=C4N3)(C5=C(C=C6C(=C5)C78CCN9C7C(C=CC9)(C(C(C8N6C)(C(=O)OC)O)OC(=O)C)CC)OC)C(=O)OC)O.OS(=O)(=O)O. Drug 2: C1CCC(C(C1)N)N.C(=O)(C(=O)[O-])[O-].[Pt+4]. Cell line: NCI-H322M. Synergy scores: CSS=0.740, Synergy_ZIP=1.22, Synergy_Bliss=2.15, Synergy_Loewe=2.87, Synergy_HSA=0.624. (3) Drug 1: CC1=C(C(CCC1)(C)C)C=CC(=CC=CC(=CC(=O)O)C)C. Drug 2: CCCCC(=O)OCC(=O)C1(CC(C2=C(C1)C(=C3C(=C2O)C(=O)C4=C(C3=O)C=CC=C4OC)O)OC5CC(C(C(O5)C)O)NC(=O)C(F)(F)F)O. Cell line: MDA-MB-231. Synergy scores: CSS=31.7, Synergy_ZIP=5.24, Synergy_Bliss=7.10, Synergy_Loewe=-9.47, Synergy_HSA=4.11. (4) Drug 1: CC1=C2C(C(=O)C3(C(CC4C(C3C(C(C2(C)C)(CC1OC(=O)C(C(C5=CC=CC=C5)NC(=O)OC(C)(C)C)O)O)OC(=O)C6=CC=CC=C6)(CO4)OC(=O)C)OC)C)OC. Drug 2: C1=CC(=CC=C1CCCC(=O)O)N(CCCl)CCCl. Cell line: SK-OV-3. Synergy scores: CSS=47.9, Synergy_ZIP=2.12, Synergy_Bliss=3.98, Synergy_Loewe=4.56, Synergy_HSA=6.48. (5) Drug 1: CC1=C2C(C(=O)C3(C(CC4C(C3C(C(C2(C)C)(CC1OC(=O)C(C(C5=CC=CC=C5)NC(=O)OC(C)(C)C)O)O)OC(=O)C6=CC=CC=C6)(CO4)OC(=O)C)O)C)O. Drug 2: C1=CC=C(C=C1)NC(=O)CCCCCCC(=O)NO. Cell line: SK-MEL-5. Synergy scores: CSS=17.1, Synergy_ZIP=-0.533, Synergy_Bliss=2.28, Synergy_Loewe=-2.59, Synergy_HSA=-1.59.